From a dataset of hERG Central: cardiac toxicity at 1µM, 10µM, and general inhibition. Predict hERG channel inhibition at various concentrations. (1) The compound is COc1ccc(C2c3ccc4ccccc4c3Oc3ncn(CCO)c(=N)c32)cc1. Results: hERG_inhib (hERG inhibition (general)): blocker. (2) The drug is CC1CCCCN1C(=S)Nc1ccc2nc3n(c(=O)c2c1)CCCCC3. Results: hERG_inhib (hERG inhibition (general)): blocker. (3) The molecule is O=C(CN1CCN(S(=O)(=O)c2ccccc2)CC1)Nc1ccc(Cl)c([N+](=O)[O-])c1. Results: hERG_inhib (hERG inhibition (general)): blocker. (4) The molecule is CC1=C(C(=O)N2CCN(C(=O)c3ccco3)CC2)C2(CCC(C)CC2)OC1=O. Results: hERG_inhib (hERG inhibition (general)): blocker. (5) The compound is COc1cc2c(cc1OC)CN(CC(=O)Nc1ccc(C#N)cc1)CC2. Results: hERG_inhib (hERG inhibition (general)): blocker. (6) The compound is CCN(CC1CCCN(CCc2cccc(F)c2)C1)C(=O)c1cc(C)oc1C. Results: hERG_inhib (hERG inhibition (general)): blocker. (7) The drug is Cc1nc2c(-c3ccc(F)cc3)c(C)nn2c(C)c1CCC(=O)N1CCN(c2ccc(F)cc2)CC1. Results: hERG_inhib (hERG inhibition (general)): blocker. (8) The molecule is O=C(NC1CCCN(Cc2ccc(Cl)cc2)C1)c1c(F)ccc(F)c1F. Results: hERG_inhib (hERG inhibition (general)): blocker.